Dataset: Forward reaction prediction with 1.9M reactions from USPTO patents (1976-2016). Task: Predict the product of the given reaction. (1) Given the reactants [Cl-].[Cl-].[Cl-].[Al+3].[Cl:5][C:6]1[CH:14]=[CH:13][CH:12]=[CH:11][C:7]=1[C:8](Cl)=[O:9].[OH:15][C:16]1[CH:20]=[C:19]([N:21]2[C:25](=[O:26])[C:24]3=[CH:27][CH:28]=[CH:29][CH:30]=[C:23]3[C:22]2=[O:31])[N:18]([C:32]2[C:37]([Cl:38])=[CH:36][C:35]([Cl:39])=[CH:34][C:33]=2[Cl:40])[N:17]=1.O, predict the reaction product. The product is: [Cl:5][C:6]1[CH:14]=[CH:13][CH:12]=[CH:11][C:7]=1[C:8]([C:20]1[C:16]([OH:15])=[N:17][N:18]([C:32]2[C:33]([Cl:40])=[CH:34][C:35]([Cl:39])=[CH:36][C:37]=2[Cl:38])[C:19]=1[N:21]1[C:22](=[O:31])[C:23]2=[CH:30][CH:29]=[CH:28][CH:27]=[C:24]2[C:25]1=[O:26])=[O:9]. (2) The product is: [CH2:1]([N:3]([C:10](=[O:14])[C:11]([Cl:13])=[O:12])[C:4]1[CH:9]=[CH:8][CH:7]=[CH:6][CH:5]=1)[CH3:2]. Given the reactants [CH2:1]([NH:3][C:4]1[CH:9]=[CH:8][CH:7]=[CH:6][CH:5]=1)[CH3:2].[C:10](Cl)(=[O:14])[C:11]([Cl:13])=[O:12], predict the reaction product. (3) Given the reactants Cl[CH:2]([C:7]1[CH:11]=[C:10]([C:12]2[CH:17]=[CH:16][CH:15]=[CH:14][CH:13]=2)[O:9][C:8]=1[CH3:18])[CH2:3][CH:4]([CH3:6])[CH3:5].[NH2:19][C:20]1[CH:29]=[CH:28][C:23]([C:24]([O:26]C)=[O:25])=[CH:22][C:21]=1[CH3:30].C(=O)([O-])[O-].[Na+].[Na+].[I-].[Na+], predict the reaction product. The product is: [CH3:30][C:21]1[CH:22]=[C:23]([CH:28]=[CH:29][C:20]=1[NH:19][CH:2]([C:7]1[CH:11]=[C:10]([C:12]2[CH:17]=[CH:16][CH:15]=[CH:14][CH:13]=2)[O:9][C:8]=1[CH3:18])[CH2:3][CH:4]([CH3:6])[CH3:5])[C:24]([OH:26])=[O:25]. (4) Given the reactants [F:1][C:2]1[CH:30]=[C:29]([S:31]([CH3:34])(=[O:33])=[O:32])[C:28]([F:35])=[CH:27][C:3]=1[O:4][C@H:5]1[CH2:9][CH2:8][N:7]([CH:10]2[CH2:15][CH2:14][N:13]([C:16](=O)[CH2:17][NH:18][C:19](=O)[C:20]([F:23])([F:22])[F:21])[CH2:12][CH2:11]2)[C:6]1=[O:26].COC1C=CC(P2(=S)SP(=S)(C3C=CC(OC)=CC=3)[S:45]2)=CC=1, predict the reaction product. The product is: [F:1][C:2]1[CH:30]=[C:29]([S:31]([CH3:34])(=[O:32])=[O:33])[C:28]([F:35])=[CH:27][C:3]=1[O:4][C@H:5]1[CH2:9][CH2:8][N:7]([CH:10]2[CH2:11][CH2:12][N:13]([C:16]3[S:45][C:19]([C:20]([F:22])([F:21])[F:23])=[N:18][CH:17]=3)[CH2:14][CH2:15]2)[C:6]1=[O:26]. (5) Given the reactants [Br:1][C:2]1[C:7]([F:8])=[CH:6][C:5]([S:9](Cl)(=[O:11])=[O:10])=[C:4]([F:13])[CH:3]=1.[CH3:14][NH2:15], predict the reaction product. The product is: [Br:1][C:2]1[C:7]([F:8])=[CH:6][C:5]([S:9]([NH:15][CH3:14])(=[O:11])=[O:10])=[C:4]([F:13])[CH:3]=1. (6) The product is: [CH2:60]([NH:64][C:2]1[N:7]=[C:6]([NH:8][C@H:9]2[CH2:14][CH2:13][C@H:12]([OH:15])[CH2:11][CH2:10]2)[C:5]([C:20]2[CH:25]=[C:24]([CH2:26][N:27]3[CH2:32][CH2:31][O:30][CH2:29][CH2:28]3)[CH:23]=[CH:22][N:21]=2)=[CH:4][N:3]=1)[CH2:61][CH2:62][CH3:63]. Given the reactants Cl[C:2]1[N:7]=[C:6]([NH:8][C@H:9]2[CH2:14][CH2:13][C@H:12]([OH:15])[CH2:11][CH2:10]2)[C:5](B(O)O)=[CH:4][N:3]=1.Br[C:20]1[CH:25]=[C:24]([CH2:26][N:27]2[CH2:32][CH2:31][O:30][CH2:29][CH2:28]2)[CH:23]=[CH:22][N:21]=1.C1(P(C2CCCCC2)C2CCCCC2)CCCCC1.[O-]P([O-])([O-])=O.[K+].[K+].[K+].[CH2:60]([NH2:64])[CH2:61][CH2:62][CH3:63], predict the reaction product. (7) Given the reactants [C:20]([OH:22])(=[O:21])[CH2:19][CH2:18][CH2:17][CH2:16][CH2:15]CCCC=CCCC[CH2:15][CH2:16][CH2:17][CH2:18][CH2:19][C:20]([OH:22])=[O:21].[C:25]([OH:30])(=[O:29])[CH2:26][CH2:27][CH3:28], predict the reaction product. The product is: [C:20]([OH:22])(=[O:21])[CH2:19][CH2:18][CH2:17][CH2:16][CH2:15][CH2:28][CH2:27][CH2:26][C:25]([OH:30])=[O:29]. (8) Given the reactants [CH3:1][C:2]([CH3:7])([CH3:6])[C:3](Cl)=[O:4].[Br:8][C:9]1[CH:15]=[CH:14][C:12]([NH2:13])=[CH:11][C:10]=1[N+:16]([O-:18])=[O:17].CCN(CC)CC, predict the reaction product. The product is: [Br:8][C:9]1[CH:15]=[CH:14][C:12]([NH:13][C:3](=[O:4])[C:2]([CH3:7])([CH3:6])[CH3:1])=[CH:11][C:10]=1[N+:16]([O-:18])=[O:17]. (9) Given the reactants [CH2:1]([O:8][C:9]([NH:11]/[C:12](=[CH:17]\[C:18]1SC=[CH:21][CH:22]=1)/[C:13]([O:15][CH3:16])=[O:14])=[O:10])[C:2]1[CH:7]=[CH:6][CH:5]=[CH:4][CH:3]=1.[S:23]1C=CC(C=O)=[CH:24]1, predict the reaction product. The product is: [CH2:1]([O:8][C:9]([NH:11]/[C:12](=[CH:17]\[C:18]1[CH:22]=[CH:21][S:23][CH:24]=1)/[C:13]([O:15][CH3:16])=[O:14])=[O:10])[C:2]1[CH:3]=[CH:4][CH:5]=[CH:6][CH:7]=1. (10) Given the reactants [CH3:1][C:2]1[S:6][C:5]([C:7]([O:9][CH3:10])=[O:8])=[CH:4][C:3]=1[N+:11]([O-])=O.CO, predict the reaction product. The product is: [NH2:11][C:3]1[CH:4]=[C:5]([C:7]([O:9][CH3:10])=[O:8])[S:6][C:2]=1[CH3:1].